From a dataset of NCI-60 drug combinations with 297,098 pairs across 59 cell lines. Regression. Given two drug SMILES strings and cell line genomic features, predict the synergy score measuring deviation from expected non-interaction effect. (1) Drug 1: C(CCl)NC(=O)N(CCCl)N=O. Drug 2: C(CN)CNCCSP(=O)(O)O. Cell line: MOLT-4. Synergy scores: CSS=16.3, Synergy_ZIP=1.83, Synergy_Bliss=3.45, Synergy_Loewe=-0.0968, Synergy_HSA=3.06. (2) Drug 1: C1=NC2=C(N=C(N=C2N1C3C(C(C(O3)CO)O)F)Cl)N. Drug 2: CC1CCCC2(C(O2)CC(NC(=O)CC(C(C(=O)C(C1O)C)(C)C)O)C(=CC3=CSC(=N3)C)C)C. Cell line: SN12C. Synergy scores: CSS=48.8, Synergy_ZIP=-0.925, Synergy_Bliss=-3.44, Synergy_Loewe=-8.88, Synergy_HSA=-2.79. (3) Drug 1: CN(C)N=NC1=C(NC=N1)C(=O)N. Drug 2: C(CN)CNCCSP(=O)(O)O. Cell line: HCC-2998. Synergy scores: CSS=-1.19, Synergy_ZIP=-0.677, Synergy_Bliss=1.91, Synergy_Loewe=-1.38, Synergy_HSA=0.401. (4) Drug 1: CS(=O)(=O)OCCCCOS(=O)(=O)C. Drug 2: C1CC(=O)NC(=O)C1N2C(=O)C3=CC=CC=C3C2=O. Cell line: 786-0. Synergy scores: CSS=10.1, Synergy_ZIP=-4.86, Synergy_Bliss=-2.23, Synergy_Loewe=-4.06, Synergy_HSA=-2.90. (5) Synergy scores: CSS=17.0, Synergy_ZIP=9.75, Synergy_Bliss=10.8, Synergy_Loewe=11.7, Synergy_HSA=10.1. Drug 2: CC1C(C(CC(O1)OC2CC(OC(C2O)C)OC3=CC4=CC5=C(C(=O)C(C(C5)C(C(=O)C(C(C)O)O)OC)OC6CC(C(C(O6)C)O)OC7CC(C(C(O7)C)O)OC8CC(C(C(O8)C)O)(C)O)C(=C4C(=C3C)O)O)O)O. Cell line: A549. Drug 1: CS(=O)(=O)C1=CC(=C(C=C1)C(=O)NC2=CC(=C(C=C2)Cl)C3=CC=CC=N3)Cl. (6) Drug 1: C1CN1P(=S)(N2CC2)N3CC3. Drug 2: CCC1(CC2CC(C3=C(CCN(C2)C1)C4=CC=CC=C4N3)(C5=C(C=C6C(=C5)C78CCN9C7C(C=CC9)(C(C(C8N6C)(C(=O)OC)O)OC(=O)C)CC)OC)C(=O)OC)O.OS(=O)(=O)O. Cell line: HS 578T. Synergy scores: CSS=5.14, Synergy_ZIP=-0.283, Synergy_Bliss=0.926, Synergy_Loewe=0.649, Synergy_HSA=-0.319. (7) Drug 1: CS(=O)(=O)C1=CC(=C(C=C1)C(=O)NC2=CC(=C(C=C2)Cl)C3=CC=CC=N3)Cl. Drug 2: CC1C(C(CC(O1)OC2CC(CC3=C2C(=C4C(=C3O)C(=O)C5=C(C4=O)C(=CC=C5)OC)O)(C(=O)C)O)N)O.Cl. Cell line: NCI/ADR-RES. Synergy scores: CSS=0.671, Synergy_ZIP=-2.24, Synergy_Bliss=-2.90, Synergy_Loewe=-4.53, Synergy_HSA=-4.53. (8) Drug 1: CC1C(C(CC(O1)OC2CC(CC3=C2C(=C4C(=C3O)C(=O)C5=C(C4=O)C(=CC=C5)OC)O)(C(=O)CO)O)N)O.Cl. Drug 2: CCN(CC)CCCC(C)NC1=C2C=C(C=CC2=NC3=C1C=CC(=C3)Cl)OC. Cell line: RXF 393. Synergy scores: CSS=10.3, Synergy_ZIP=-3.81, Synergy_Bliss=-0.577, Synergy_Loewe=-0.650, Synergy_HSA=-0.444. (9) Drug 1: CC12CCC(CC1=CCC3C2CCC4(C3CC=C4C5=CN=CC=C5)C)O. Drug 2: CN(C)N=NC1=C(NC=N1)C(=O)N. Cell line: HCT116. Synergy scores: CSS=3.71, Synergy_ZIP=-3.90, Synergy_Bliss=-6.33, Synergy_Loewe=-5.70, Synergy_HSA=-5.73. (10) Drug 1: CC(C)NC(=O)C1=CC=C(C=C1)CNNC.Cl. Drug 2: COCCOC1=C(C=C2C(=C1)C(=NC=N2)NC3=CC=CC(=C3)C#C)OCCOC.Cl. Cell line: MCF7. Synergy scores: CSS=1.67, Synergy_ZIP=0.509, Synergy_Bliss=1.32, Synergy_Loewe=0.242, Synergy_HSA=0.407.